This data is from Catalyst prediction with 721,799 reactions and 888 catalyst types from USPTO. The task is: Predict which catalyst facilitates the given reaction. (1) Reactant: [N:1]1[C:8](Cl)=[N:7][C:5]([Cl:6])=[N:4][C:2]=1[Cl:3].[F:10][C:11]1([F:16])[CH2:13][C@@H:12]1[CH2:14][OH:15].CCN(C(C)C)C(C)C.CCOC(C)=O. Product: [Cl:3][C:2]1[N:4]=[C:5]([Cl:6])[N:7]=[C:8]([O:15][CH2:14][C@H:12]2[CH2:13][C:11]2([F:16])[F:10])[N:1]=1. The catalyst class is: 1. (2) Reactant: [Cl:1][C:2]1[CH:3]=[C:4]([C:9]2([C:22]([F:25])([F:24])[F:23])[O:13][N:12]=[C:11]([C:14]3[CH:15]=[CH:16][C:17]([CH3:21])=[C:18]([CH:20]=3)[NH2:19])[CH2:10]2)[CH:5]=[C:6]([Cl:8])[CH:7]=1.[C:26](O)(=[O:31])[CH2:27][CH:28]([CH3:30])[CH3:29].Cl.C(N(CC)CCCN=C=NCC)C.C(=O)([O-])O.[Na+]. Product: [Cl:1][C:2]1[CH:3]=[C:4]([C:9]2([C:22]([F:23])([F:25])[F:24])[O:13][N:12]=[C:11]([C:14]3[CH:15]=[CH:16][C:17]([CH3:21])=[C:18]([NH:19][C:26](=[O:31])[CH2:27][CH:28]([CH3:30])[CH3:29])[CH:20]=3)[CH2:10]2)[CH:5]=[C:6]([Cl:8])[CH:7]=1. The catalyst class is: 9. (3) Reactant: [Cl:1][C:2]1[CH:3]=[C:4]([C:24]2[CH:29]=[CH:28][C:27]([Cl:30])=[CH:26][CH:25]=2)[CH:5]=[C:6]([CH3:23])[C:7]=1[C:8]1[C:9](=[O:22])[N:10]([CH3:21])[C:11]2([CH2:18][CH2:17][N:16]([O:19][CH3:20])[CH2:15][CH2:14]2)[C:12]=1[OH:13].C(=O)([O-])O.[Na+].S(Cl)([Cl:39])(=O)=O.C(=O)([O-])[O-].[Na+].[Na+]. Product: [Cl:39][C:8]1([C:7]2[C:6]([CH3:23])=[CH:5][C:4]([C:24]3[CH:25]=[CH:26][C:27]([Cl:30])=[CH:28][CH:29]=3)=[CH:3][C:2]=2[Cl:1])[C:12](=[O:13])[C:11]2([CH2:14][CH2:15][N:16]([O:19][CH3:20])[CH2:17][CH2:18]2)[N:10]([CH3:21])[C:9]1=[O:22]. The catalyst class is: 4.